Dataset: Peptide-MHC class II binding affinity with 134,281 pairs from IEDB. Task: Regression. Given a peptide amino acid sequence and an MHC pseudo amino acid sequence, predict their binding affinity value. This is MHC class II binding data. The peptide sequence is SFILDGDNLFPKV. The binding affinity (normalized) is 0.676. The MHC is DRB1_0401 with pseudo-sequence DRB1_0401.